Dataset: Full USPTO retrosynthesis dataset with 1.9M reactions from patents (1976-2016). Task: Predict the reactants needed to synthesize the given product. Given the product [F:47][C:48]1[CH:58]=[CH:57][C:51]([C:52]2[N:55]=[C:20]([CH2:19][N:3]3[CH2:4][CH2:5][C:6]([C:7]4[CH:8]=[CH:9][CH:10]=[CH:11][CH:12]=4)([C:13]4[CH:14]=[CH:15][CH:16]=[CH:17][CH:18]=4)[C:2]3=[O:1])[O:21][N:53]=2)=[CH:50][CH:49]=1, predict the reactants needed to synthesize it. The reactants are: [O:1]=[C:2]1[C:6]([C:13]2[CH:18]=[CH:17][CH:16]=[CH:15][CH:14]=2)([C:7]2[CH:12]=[CH:11][CH:10]=[CH:9][CH:8]=2)[CH2:5][CH2:4][N:3]1[CH2:19][C:20](O)=[O:21].FC1C=CC(C2(C3C=CC(F)=CC=3)CCN(CC(O)=O)C2=O)=CC=1.[F:47][C:48]1[CH:58]=[CH:57][C:51](/[C:52](=[N:55]/[H])/[NH:53]O)=[CH:50][CH:49]=1.ON/C(=N\[H])/C1C=CC(C(F)(F)F)=CC=1.